This data is from Full USPTO retrosynthesis dataset with 1.9M reactions from patents (1976-2016). The task is: Predict the reactants needed to synthesize the given product. (1) Given the product [C:8]([C:4]1[CH:3]=[C:2]([O:1][S:24]([C:21]2[CH:22]=[CH:23][C:18]([CH3:28])=[CH:19][CH:20]=2)(=[O:26])=[O:25])[CH:7]=[CH:6][CH:5]=1)(=[O:11])[CH2:9][CH3:10], predict the reactants needed to synthesize it. The reactants are: [OH:1][C:2]1[CH:3]=[C:4]([C:8](=[O:11])[CH2:9][CH3:10])[CH:5]=[CH:6][CH:7]=1.C(=O)([O-])[O-].[K+].[K+].[C:18]1([CH3:28])[CH:23]=[CH:22][C:21]([S:24](Cl)(=[O:26])=[O:25])=[CH:20][CH:19]=1. (2) The reactants are: [F:1][C:2]([F:14])([F:13])[CH:3]([OH:12])[CH2:4][C:5]1([CH3:11])[O:10][CH2:9][CH2:8][CH2:7][O:6]1.C[Si](C)(C)[N-][Si](C)(C)C.[Li+].[F:25][C:26]([F:42])([S:38](F)(=[O:40])=[O:39])[C:27](=[O:37])[NH:28][C:29]1[CH:34]=[CH:33][C:32]([CH:35]=[CH2:36])=[CH:31][CH:30]=1.[CH2:43]1COC[CH2:44]1. Given the product [F:25][C:26]([F:42])([S:38]([O:12][CH:3]([CH:4]1[C:5]2([O:6][CH2:7][CH2:8][CH2:9][O:10]2)[CH2:11][CH2:44][CH2:43]1)[C:2]([F:1])([F:13])[F:14])(=[O:40])=[O:39])[C:27](=[O:37])[NH:28][C:29]1[CH:34]=[CH:33][C:32]([CH:35]=[CH2:36])=[CH:31][CH:30]=1, predict the reactants needed to synthesize it. (3) The reactants are: [F:1][C:2]1[CH:7]=[CH:6][C:5]([C:8](=O)[CH:9]([C:16]2[CH:21]=[CH:20][CH:19]=[CH:18][CH:17]=2)[CH2:10][C:11](=O)[CH:12]([CH3:14])[CH3:13])=[CH:4][CH:3]=1.[NH2:23][CH2:24][CH2:25][C@H:26]1[O:31][P:30]([Cl:32])[O:29][C@@H:28]([CH2:33][C:34]([O:36][C:37]([CH3:40])([CH3:39])[CH3:38])=[O:35])[CH2:27]1. Given the product [F:1][C:2]1[CH:7]=[CH:6][C:5]([C:8]2[N:23]([CH2:24][CH2:25][C@H:26]3[O:31][P:30]([Cl:32])[O:29][C@@H:28]([CH2:33][C:34]([O:36][C:37]([CH3:40])([CH3:39])[CH3:38])=[O:35])[CH2:27]3)[C:11]([CH:12]([CH3:14])[CH3:13])=[CH:10][C:9]=2[C:16]2[CH:21]=[CH:20][CH:19]=[CH:18][CH:17]=2)=[CH:4][CH:3]=1, predict the reactants needed to synthesize it.